Predict the reaction yield, written as a fraction of the theoretical maximum amount of product (1.0 means a 100% yield; for example, 0.34 means a 34% yield). From a dataset of Reaction yield outcomes from USPTO patents with 853,638 reactions. (1) The reactants are [CH3:1][N:2]1[C:10]2[CH:9]=[C:8]([C:11]3[CH:16]=[CH:15][C:14]([O:17][CH2:18][CH2:19][NH:20][CH3:21])=[C:13]([C:22]([F:25])([F:24])[F:23])[CH:12]=3)[N:7]=[C:6]([C:26]#[N:27])[C:5]=2[N:4]=[CH:3]1.[CH3:28][N:29]([CH3:36])[C:30]1([C:33](O)=[O:34])[CH2:32][CH2:31]1.CN(C(ON1N=NC2C=CC=NC1=2)=[N+](C)C)C.F[P-](F)(F)(F)(F)F.CCN(C(C)C)C(C)C. The catalyst is CN1C(=O)CCC1.CCOC(C)=O.CCOCC. The product is [C:26]([C:6]1[C:5]2[N:4]=[CH:3][N:2]([CH3:1])[C:10]=2[CH:9]=[C:8]([C:11]2[CH:16]=[CH:15][C:14]([O:17][CH2:18][CH2:19][N:20]([CH3:21])[C:33]([C:30]3([N:29]([CH3:36])[CH3:28])[CH2:32][CH2:31]3)=[O:34])=[C:13]([C:22]([F:25])([F:23])[F:24])[CH:12]=2)[N:7]=1)#[N:27]. The yield is 0.220. (2) The reactants are [C:1]1([CH3:17])[CH:6]=[CH:5][C:4]([C:7]2[O:8][C:9]3[CH:15]=[CH:14][C:13]([NH2:16])=[CH:12][C:10]=3[N:11]=2)=[CH:3][CH:2]=1.C(O)(=O)C.[CH:22](=O)[C:23]1[CH:28]=[CH:27][N:26]=[CH:25][CH:24]=1.C(O[BH-](OC(=O)C)OC(=O)C)(=O)C.[Na+]. The catalyst is ClCCCl.ClCCl. The product is [N:26]1[CH:27]=[CH:28][C:23]([CH2:22][NH:16][C:13]2[CH:14]=[CH:15][C:9]3[O:8][C:7]([C:4]4[CH:3]=[CH:2][C:1]([CH3:17])=[CH:6][CH:5]=4)=[N:11][C:10]=3[CH:12]=2)=[CH:24][CH:25]=1. The yield is 0.470. (3) The reactants are [S:1]1[C:5]2[CH:6]=[CH:7][CH:8]=[CH:9][C:4]=2[N:3]=[C:2]1[NH:10][NH2:11].C([O:14][C:15](=O)[CH2:16][C:17]([C:19]1[CH:24]=[CH:23][CH:22]=[C:21]([CH3:25])[CH:20]=1)=O)C. The catalyst is C(O)C. The product is [S:1]1[C:5]2[CH:6]=[CH:7][CH:8]=[CH:9][C:4]=2[N:3]=[C:2]1[N:10]1[C:15](=[O:14])[CH:16]=[C:17]([C:19]2[CH:24]=[CH:23][CH:22]=[C:21]([CH3:25])[CH:20]=2)[NH:11]1. The yield is 0.950. (4) The reactants are [CH3:1][O:2][CH2:3][CH2:4][O:5][CH2:6][C:7]([C:10]1[CH:15]=[CH:14][C:13]([NH:16][C:17](=[O:19])[CH3:18])=[CH:12][C:11]=1[N+:20]([O-])=O)([CH3:9])[CH3:8]. The catalyst is CO.[Ni]. The product is [NH2:20][C:11]1[CH:12]=[C:13]([NH:16][C:17](=[O:19])[CH3:18])[CH:14]=[CH:15][C:10]=1[C:7]([CH3:9])([CH3:8])[CH2:6][O:5][CH2:4][CH2:3][O:2][CH3:1]. The yield is 0.350. (5) The reactants are C([O:5][C:6]([C:8]1[CH:13]=[CH:12][C:11]([C:14]2[CH:19]=[C:18]([Cl:20])[C:17]([CH2:21][C@@H:22]3[CH2:26][CH2:25][N:24]([N:27]4[CH2:32][CH2:31][O:30][CH2:29][CH2:28]4)[C:23]3=[O:33])=[C:16]([Cl:34])[CH:15]=2)=[CH:10][CH:9]=1)=[O:7])(C)(C)C.[C:35]([OH:41])([C:37]([F:40])([F:39])[F:38])=[O:36]. The catalyst is ClCCl. The product is [F:38][C:37]([F:40])([F:39])[C:35]([OH:41])=[O:36].[Cl:34][C:16]1[CH:15]=[C:14]([C:11]2[CH:12]=[CH:13][C:8]([C:6]([OH:7])=[O:5])=[CH:9][CH:10]=2)[CH:19]=[C:18]([Cl:20])[C:17]=1[CH2:21][C@@H:22]1[CH2:26][CH2:25][N:24]([N:27]2[CH2:32][CH2:31][O:30][CH2:29][CH2:28]2)[C:23]1=[O:33]. The yield is 0.980. (6) The product is [CH3:18][C:12]1([CH3:19])[CH2:11][CH:10]([C:7]2[N:8]=[CH:9][C:4]([NH2:1])=[CH:5][CH:6]=2)[CH2:15][C:14]([CH3:17])([CH3:16])[O:13]1. The yield is 0.950. The catalyst is CCO.[Pd]. The reactants are [N+:1]([C:4]1[CH:5]=[CH:6][C:7]([C:10]2[CH2:11][C:12]([CH3:19])([CH3:18])[O:13][C:14]([CH3:17])([CH3:16])[CH:15]=2)=[N:8][CH:9]=1)([O-])=O.[H][H]. (7) The yield is 0.670. The catalyst is C1C=CC(P(C2C=CC=CC=2)[C-]2C=CC=C2)=CC=1.C1C=CC(P(C2C=CC=CC=2)[C-]2C=CC=C2)=CC=1.Cl[Pd]Cl.[Fe+2].CC(=O)OCC. The reactants are [CH3:1][N:2]1[CH:11]=[C:10](B2OC(C)(C)C(C)(C)O2)[C:9]2[CH2:8][CH2:7][CH2:6][CH2:5][C:4]=2[C:3]1=[O:21].Cl[C:23]1[C:28]([O:29][CH2:30][CH:31]2[CH2:33][CH2:32]2)=[CH:27][N:26]=[C:25]([S:34]([CH3:37])(=[O:36])=[O:35])[N:24]=1.[O-]P([O-])([O-])=O.[K+].[K+].[K+].O1CCOCC1.O. The product is [CH:31]1([CH2:30][O:29][C:28]2[C:27]([C:10]3[C:9]4[CH2:8][CH2:7][CH2:6][CH2:5][C:4]=4[C:3](=[O:21])[N:2]([CH3:1])[CH:11]=3)=[N:26][C:25]([S:34]([CH3:37])(=[O:35])=[O:36])=[N:24][CH:23]=2)[CH2:32][CH2:33]1.